Predict the reactants needed to synthesize the given product. From a dataset of Full USPTO retrosynthesis dataset with 1.9M reactions from patents (1976-2016). (1) Given the product [CH3:21][C@@H:20]1[NH:19][CH2:18][C:3]2[CH:4]=[C:5]([C:8]3[CH:13]=[CH:12][C:11]([C:14]([F:15])([F:16])[F:17])=[CH:10][CH:9]=3)[CH:6]=[CH:7][C:2]=2[NH:1][C:22]1=[O:24], predict the reactants needed to synthesize it. The reactants are: [NH2:1][C:2]1[CH:7]=[CH:6][C:5]([C:8]2[CH:13]=[CH:12][C:11]([C:14]([F:17])([F:16])[F:15])=[CH:10][CH:9]=2)=[CH:4][C:3]=1[CH2:18][NH:19][C@H:20]([C:22]([O:24]C)=O)[CH3:21].C[Al](C)C.CO.ClCCl. (2) Given the product [F:35][C:11]1[CH:10]=[C:9]([OH:8])[CH:14]=[CH:13][C:12]=1[N:15]1[CH:20]=[C:19]([O:21][CH3:22])[C:18](=[O:23])[C:17]([C:24]2[N:28]([C:29]3[CH:30]=[CH:31][CH:32]=[CH:33][CH:34]=3)[N:27]=[CH:26][CH:25]=2)=[N:16]1, predict the reactants needed to synthesize it. The reactants are: C([O:8][C:9]1[CH:14]=[CH:13][C:12]([N:15]2[CH:20]=[C:19]([O:21][CH3:22])[C:18](=[O:23])[C:17]([C:24]3[N:28]([C:29]4[CH:34]=[CH:33][CH:32]=[CH:31][CH:30]=4)[N:27]=[CH:26][CH:25]=3)=[N:16]2)=[C:11]([F:35])[CH:10]=1)C1C=CC=CC=1.C1COCC1. (3) Given the product [CH3:19][O:20][C:7]([C@H:2]1[CH2:3][CH2:4][CH2:5][CH2:6][C@H:1]1[C:10]([OH:9])=[O:11])=[O:8], predict the reactants needed to synthesize it. The reactants are: [C@@H:1]12[C:10](=[O:11])[O:9][C:7](=[O:8])[C@@H:2]1[CH2:3][CH2:4][CH2:5][CH2:6]2.C1(C)C=CC=CC=1.[CH3:19][O:20]C1C=CC2N=CC=C([C@@H](O)[C@H]3N4C[C@H](C=C)[C@@H](CC4)C3)C=2C=1.CO. (4) Given the product [CH:21]1[CH:22]=[CH:23][C:18]([C@@H:8]([N:9]2[CH2:10][CH2:11][N:12]([CH2:15][CH2:16][O:17][CH2:27][C:28]([OH:30])=[O:29])[CH2:13][CH2:14]2)[C:5]2[CH:4]=[CH:3][C:2]([Cl:1])=[CH:7][CH:6]=2)=[CH:19][CH:20]=1, predict the reactants needed to synthesize it. The reactants are: [Cl:1][C:2]1[CH:7]=[CH:6][C:5]([CH:8]([C:18]2[CH:23]=[CH:22][CH:21]=[CH:20][CH:19]=2)[N:9]2[CH2:14][CH2:13][N:12]([CH2:15][CH2:16][OH:17])[CH2:11][CH2:10]2)=[CH:4][CH:3]=1.[OH-].[K+].Cl[CH2:27][C:28]([O-:30])=[O:29].[Na+].Cl. (5) Given the product [CH3:8][CH:4]1[NH:3][CH:2]([CH3:1])[CH2:7][N:6]([C:14]([O:13][C:10]([CH3:12])([CH3:11])[CH3:9])=[O:15])[CH2:5]1, predict the reactants needed to synthesize it. The reactants are: [CH3:1][CH:2]1[CH2:7][NH:6][CH2:5][CH:4]([CH3:8])[NH:3]1.[CH3:9][C:10]([O:13][C:14](O[C:14]([O:13][C:10]([CH3:12])([CH3:11])[CH3:9])=[O:15])=[O:15])([CH3:12])[CH3:11]. (6) Given the product [Br:1][C:2]1[CH:3]=[CH:4][C:5]([C@@H:8]([N:10]2[CH2:15][CH2:14][C@:13]([CH2:22][C:23]3([CH3:25])[CH2:24][O:38]3)([C:16]3[CH:17]=[CH:18][CH:19]=[CH:20][CH:21]=3)[O:12][C:11]2=[O:26])[CH3:9])=[CH:6][CH:7]=1, predict the reactants needed to synthesize it. The reactants are: [Br:1][C:2]1[CH:7]=[CH:6][C:5]([C@@H:8]([N:10]2[CH2:15][CH2:14][C@:13]([CH2:22][C:23]([CH3:25])=[CH2:24])([C:16]3[CH:21]=[CH:20][CH:19]=[CH:18][CH:17]=3)[O:12][C:11]2=[O:26])[CH3:9])=[CH:4][CH:3]=1.ClCCl.ClC1C=CC=C(C(OO)=[O:38])C=1. (7) Given the product [OH:17][CH:12]1[O:11][C@H:10]([CH2:18][OH:19])[C@@H:9]([O:8][C@@H:6]2[O:7][C@H:2]([CH2:1][OH:23])[C@H:3]([OH:22])[C@H:4]([OH:21])[C@H:5]2[OH:20])[C@H:14]([OH:15])[C@H:13]1[OH:16], predict the reactants needed to synthesize it. The reactants are: [CH2:1]([OH:23])[C@H:2]1[O:7][C@H:6]([O:8][C@H:9]2[C@H:14]([OH:15])[C@@H:13]([OH:16])[C@H:12]([OH:17])[O:11][C@@H:10]2[CH2:18][OH:19])[C@H:5]([OH:20])[C@@H:4]([OH:21])[C@@H:3]1[OH:22].P([O-])([O-])([O-])=O.[Ca+2].P([O-])([O-])([O-])=O.[Ca+2].[Ca+2]. (8) Given the product [CH2:6]([NH:5][C:3](=[O:4])[C@H:2]([NH:1][C:22]([O:23][CH2:24][CH3:25])=[O:26])[CH2:13][OH:14])[C:7]1[CH:12]=[CH:11][CH:10]=[CH:9][CH:8]=1, predict the reactants needed to synthesize it. The reactants are: [NH2:1][C@H:2]([CH2:13][OH:14])[C:3]([NH:5][CH2:6][C:7]1[CH:12]=[CH:11][CH:10]=[CH:9][CH:8]=1)=[O:4].C(N(CC)CC)C.[C:22](Cl)(=[O:26])[O:23][CH2:24][CH3:25].